From a dataset of Forward reaction prediction with 1.9M reactions from USPTO patents (1976-2016). Predict the product of the given reaction. Given the reactants [C:1]([O:5][C:6]([N:8](C)[C@@H:9](C)C(N[C@@H](C1C=CC=CC=1)C(N1C2C(=CC=CC=2)C[C@H]1C(O)=O)=O)=O)=[O:7])([CH3:4])([CH3:3])[CH3:2].FC1C=CC(C)=C(CN)C=1.C(P1(=O)OP(=O)(CCC)OP(=O)(CCC)O1)CC.C(N(C(C)C)CC)(C)C, predict the reaction product. The product is: [C:1]([O:5][C:6](=[O:7])[NH:8][CH3:9])([CH3:4])([CH3:3])[CH3:2].